Dataset: Catalyst prediction with 721,799 reactions and 888 catalyst types from USPTO. Task: Predict which catalyst facilitates the given reaction. Reactant: [CH:1]([N:4]([CH:7]([CH3:9])C)[CH2:5][CH3:6])([CH3:3])C.[CH:10]1[CH:11]=[CH:12][C:13]2N(O)N=N[C:14]=2[CH:15]=1.CN(C(O[N:28]1N=N[C:30]2[CH:31]=CC=C[C:29]1=2)=[N+](C)C)C.F[P-](F)(F)(F)(F)F.CN(C=O)C.C(O)(C(F)(F)F)=O. Product: [CH2:7]([N:4]1[CH2:1][CH2:3][CH:31]2[CH2:30][CH2:29][NH:28][CH:6]2[CH2:5]1)[CH2:9][C:15]1[CH:14]=[CH:13][CH:12]=[CH:11][CH:10]=1. The catalyst class is: 317.